From a dataset of Full USPTO retrosynthesis dataset with 1.9M reactions from patents (1976-2016). Predict the reactants needed to synthesize the given product. (1) The reactants are: [N:1]1[CH:6]=[CH:5][CH:4]=[N:3][C:2]=1[CH2:7][O:8][C:9]1[CH:14]=[CH:13][C:12]([N:15]2[C:24]3[C:19](=[CH:20][CH:21]=[CH:22][CH:23]=3)[NH:18][CH2:17][CH2:16]2)=[CH:11][CH:10]=1.C(N(CC)CC)C.ClC(Cl)(O[C:36](=[O:42])OC(Cl)(Cl)Cl)Cl.Cl.[CH:45]12[CH2:54][CH:49]3[CH2:50][CH:51]([CH2:53][CH:47]([CH2:48]3)[CH:46]1[NH2:55])[CH2:52]2. Given the product [CH:45]12[CH2:54][CH:49]3[CH2:50][CH:51]([CH2:53][CH:47]([CH2:48]3)[CH:46]1[NH:55][C:36]([N:18]1[C:19]3[C:24](=[CH:23][CH:22]=[CH:21][CH:20]=3)[N:15]([C:12]3[CH:11]=[CH:10][C:9]([O:8][CH2:7][C:2]4[N:3]=[CH:4][CH:5]=[CH:6][N:1]=4)=[CH:14][CH:13]=3)[CH2:16][CH2:17]1)=[O:42])[CH2:52]2, predict the reactants needed to synthesize it. (2) Given the product [NH2:23][C:19]1[C:20]([OH:22])=[CH:21][C:16]([C:15]([NH:14][C@@H:13]([C:4]2[CH:5]=[CH:6][C:7]([O:8][C:9]([F:11])([F:10])[F:12])=[C:2]([F:1])[CH:3]=2)[C:27]2[C:32]([F:33])=[CH:31][CH:30]=[CH:29][N:28]=2)=[O:26])=[N:17][CH:18]=1, predict the reactants needed to synthesize it. The reactants are: [F:1][C:2]1[CH:3]=[C:4]([C@@H:13]([C:27]2[C:32]([F:33])=[CH:31][CH:30]=[CH:29][N:28]=2)[NH:14][C:15](=[O:26])[C:16]2[CH:21]=[C:20]([OH:22])[C:19]([N+:23]([O-])=O)=[CH:18][N:17]=2)[CH:5]=[CH:6][C:7]=1[O:8][C:9]([F:12])([F:11])[F:10].O.NN.CCOC(C)=O. (3) The reactants are: [CH3:1][O:2][C:3](=[O:30])[CH2:4][C:5]1([C:8]2[CH:13]=[CH:12][C:11]([F:14])=[C:10]([N:15](CC3C=CC=CC=3)CC3C=CC=CC=3)[CH:9]=2)[CH2:7][CH2:6]1.C1CCCCC1.C(OCC)(=O)C. Given the product [CH3:1][O:2][C:3](=[O:30])[CH2:4][C:5]1([C:8]2[CH:13]=[CH:12][C:11]([F:14])=[C:10]([NH2:15])[CH:9]=2)[CH2:7][CH2:6]1, predict the reactants needed to synthesize it. (4) Given the product [Cl:17][C:16]1[C:11]([O:10][C:6]2[CH:5]=[C:4]([CH:9]=[CH:8][CH:7]=2)[C:3]([OH:19])=[O:2])=[N:12][CH:13]=[C:14]([Cl:18])[CH:15]=1, predict the reactants needed to synthesize it. The reactants are: C[O:2][C:3](=[O:19])[C:4]1[CH:9]=[CH:8][CH:7]=[C:6]([O:10][C:11]2[C:16]([Cl:17])=[CH:15][C:14]([Cl:18])=[CH:13][N:12]=2)[CH:5]=1.[OH-].[Na+]. (5) The reactants are: [CH2:1]([O:3][C:4]1[CH:9]=[CH:8][C:7]([C:10]2[CH:15]=[CH:14][CH:13]=[C:12]([F:16])[C:11]=2[F:17])=[C:6]([F:18])[C:5]=1[F:19])[CH3:2].C([Li])(CC)C.[O:25]1[C:29]2([CH2:34][CH2:33][C:32](=O)[CH2:31][CH2:30]2)[O:28][CH2:27][CH2:26]1.Cl. Given the product [CH2:1]([O:3][C:4]1[CH:9]=[CH:8][C:7]([C:10]2[CH:15]=[CH:14][C:13]([CH:32]3[CH2:33][CH2:34][C:29]4([O:28][CH2:27][CH2:26][O:25]4)[CH2:30][CH2:31]3)=[C:12]([F:16])[C:11]=2[F:17])=[C:6]([F:18])[C:5]=1[F:19])[CH3:2], predict the reactants needed to synthesize it. (6) Given the product [CH3:29][O:30][C:31]([CH:33]1[CH2:38][CH2:37][CH:36]([CH2:39][NH:40][C:41]([N:9]2[CH2:10][C@@H:11]([CH2:23][C:24]([CH3:25])([CH3:27])[CH3:26])[C@@:12]([C:15]3[CH:20]=[CH:19][C:18]([Cl:21])=[CH:17][C:16]=3[F:22])([C:13]#[N:14])[C@H:8]2[C:4]2[CH:5]=[CH:6][CH:7]=[C:2]([Cl:1])[C:3]=2[F:28])=[O:42])[CH2:35][CH2:34]1)=[O:32], predict the reactants needed to synthesize it. The reactants are: [Cl:1][C:2]1[C:3]([F:28])=[C:4]([CH:8]2[C:12]([C:15]3[CH:20]=[CH:19][C:18]([Cl:21])=[CH:17][C:16]=3[F:22])([C:13]#[N:14])[CH:11]([CH2:23][C:24]([CH3:27])([CH3:26])[CH3:25])[CH2:10][NH:9]2)[CH:5]=[CH:6][CH:7]=1.[CH3:29][O:30][C:31]([CH:33]1[CH2:38][CH2:37][CH:36]([CH2:39][NH:40][C:41](N2C=CN=C2)=[O:42])[CH2:35][CH2:34]1)=[O:32].